From a dataset of Forward reaction prediction with 1.9M reactions from USPTO patents (1976-2016). Predict the product of the given reaction. (1) Given the reactants [C:1]([C:3]1[C:8]([CH3:10])([CH3:9])[CH2:7][CH2:6][CH2:5][C:4]=1[CH3:11])#[CH:2].C([Li])CCC.[Cl:17][CH:18]=[CH:19][C:20](=[O:22])[CH3:21].C(OCC)(=O)C, predict the reaction product. The product is: [Cl:17]/[CH:18]=[CH:19]/[C:20]([CH3:21])([OH:22])[C:2]#[C:1][C:3]1[C:8]([CH3:10])([CH3:9])[CH2:7][CH2:6][CH2:5][C:4]=1[CH3:11]. (2) Given the reactants C([O:5][C:6]([C:8]1[N:12]([CH2:13][CH2:14][CH2:15][CH3:16])[C:11]([C:17]2[CH:22]=[CH:21][CH:20]=[CH:19][CH:18]=2)=[N:10][N:9]=1)=O)CCC.[H-].[H-].[H-].[H-].[Li+].[Al+3], predict the reaction product. The product is: [CH2:13]([N:12]1[C:11]([C:17]2[CH:18]=[CH:19][CH:20]=[CH:21][CH:22]=2)=[N:10][N:9]=[C:8]1[CH2:6][OH:5])[CH2:14][CH2:15][CH3:16].